This data is from Catalyst prediction with 721,799 reactions and 888 catalyst types from USPTO. The task is: Predict which catalyst facilitates the given reaction. (1) Reactant: [Cl:1][C:2]1[CH:8]=[CH:7][C:5]([NH2:6])=[C:4]([C:9]2[CH:14]=[C:13]([O:15][CH3:16])[N:12]=[CH:11][N:10]=2)[CH:3]=1.[CH3:17]OC(OC)OC.[N-:24]=[N+:25]=[N-:26].[Na+].O. Product: [Cl:1][C:2]1[CH:8]=[CH:7][C:5]([N:6]2[CH:17]=[N:26][N:25]=[N:24]2)=[C:4]([C:9]2[CH:14]=[C:13]([O:15][CH3:16])[N:12]=[CH:11][N:10]=2)[CH:3]=1. The catalyst class is: 52. (2) Reactant: [CH2:1]([O:5][CH2:6][CH2:7][O:8][C:9]1[CH:14]=[CH:13][C:12]([C:15]2[CH:16]=[CH:17][C:18]3[N:24]([CH2:25][CH:26]([CH3:28])[CH3:27])[CH2:23][CH2:22][C:21]([C:29]([NH:31][C:32]4[CH:37]=[CH:36][C:35]([S:38][CH2:39][C:40]5[N:41]([CH2:46][CH2:47][CH3:48])[C:42]([CH3:45])=[CH:43][N:44]=5)=[CH:34][CH:33]=4)=[O:30])=[CH:20][C:19]=3[CH:49]=2)=[CH:11][CH:10]=1)[CH2:2][CH2:3][CH3:4].ClC1C=CC=C(C(OO)=[O:58])C=1. Product: [CH2:1]([O:5][CH2:6][CH2:7][O:8][C:9]1[CH:10]=[CH:11][C:12]([C:15]2[CH:16]=[CH:17][C:18]3[N:24]([CH2:25][CH:26]([CH3:27])[CH3:28])[CH2:23][CH2:22][C:21]([C:29]([NH:31][C:32]4[CH:33]=[CH:34][C:35]([S:38]([CH2:39][C:40]5[N:41]([CH2:46][CH2:47][CH3:48])[C:42]([CH3:45])=[CH:43][N:44]=5)=[O:58])=[CH:36][CH:37]=4)=[O:30])=[CH:20][C:19]=3[CH:49]=2)=[CH:13][CH:14]=1)[CH2:2][CH2:3][CH3:4]. The catalyst class is: 4. (3) Reactant: C([NH:3][C:4]1[CH:9]=[C:8]([N:10]2[CH2:15][CH2:14][N:13]([CH3:16])[CH2:12][CH2:11]2)[CH:7]=[CH:6][C:5]=1[N+:17]([O-])=O)C.N[C:21]1C=CC(N2CCN(C(OC(C)(C)C)=O)CC2)=C[C:22]=1NCC. Product: [CH3:21][CH2:22][NH:17][C:5]1[C:4]([NH2:3])=[CH:9][C:8]([N:10]2[CH2:11][CH2:12][N:13]([CH3:16])[CH2:14][CH2:15]2)=[CH:7][CH:6]=1. The catalyst class is: 181. (4) Reactant: [NH2:1][C:2]([CH3:28])([CH3:27])[C:3]#[C:4][C:5]1[S:9][C:8]([C:10]2[CH:15]=[CH:14][N:13]=[C:12]([NH:16][CH:17]3[CH2:22][C:21]([CH3:24])([CH3:23])[NH:20][C:19]([CH3:26])([CH3:25])[CH2:18]3)[N:11]=2)=[CH:7][CH:6]=1.[H-].[H-].[H-].[H-].[Li+].[Al+3]. Product: [NH2:1][C:2]([CH3:28])([CH3:27])/[CH:3]=[CH:4]/[C:5]1[S:9][C:8]([C:10]2[CH:15]=[CH:14][N:13]=[C:12]([NH:16][CH:17]3[CH2:22][C:21]([CH3:24])([CH3:23])[NH:20][C:19]([CH3:26])([CH3:25])[CH2:18]3)[N:11]=2)=[CH:7][CH:6]=1. The catalyst class is: 1. (5) Reactant: [OH:1][N:2]=[C:3](Cl)[C:4]1[CH:9]=[CH:8][C:7]([C:10]([F:13])([F:12])[F:11])=[CH:6][CH:5]=1.[CH2:15]([OH:18])[C:16]#[CH:17].C(N(CC)CC)C. Product: [F:11][C:10]([F:13])([F:12])[C:7]1[CH:8]=[CH:9][C:4]([C:3]2[CH:17]=[C:16]([CH2:15][OH:18])[O:1][N:2]=2)=[CH:5][CH:6]=1. The catalyst class is: 11. (6) Reactant: [CH3:1][C:2]1[CH:10]=[C:9]([C:11]([F:14])([F:13])[F:12])[CH:8]=[CH:7][C:3]=1[C:4]([OH:6])=O.[CH2:15]([O:17][C:18](=[O:40])[CH2:19][CH2:20][C:21]1[CH:26]=[CH:25][C:24]([O:27][C:28]2[CH:33]=[C:32]([F:34])[CH:31]=[C:30]([CH:35]([NH2:37])[CH3:36])[CH:29]=2)=[CH:23][C:22]=1[CH2:38][CH3:39])[CH3:16].Cl.CN(C)CCCN=C=NCC.O.ON1C2C=CC=CC=2N=N1.C(N(CC)C(C)C)(C)C. Product: [CH2:15]([O:17][C:18](=[O:40])[CH2:19][CH2:20][C:21]1[CH:26]=[CH:25][C:24]([O:27][C:28]2[CH:29]=[C:30]([CH:35]([NH:37][C:4](=[O:6])[C:3]3[CH:7]=[CH:8][C:9]([C:11]([F:14])([F:13])[F:12])=[CH:10][C:2]=3[CH3:1])[CH3:36])[CH:31]=[C:32]([F:34])[CH:33]=2)=[CH:23][C:22]=1[CH2:38][CH3:39])[CH3:16]. The catalyst class is: 20. (7) Reactant: [NH2:1][C:2]1[N:7]=[C:6]([N:8]2[C:16]3[C:11](=[CH:12][CH:13]=[C:14]([Br:17])[CH:15]=3)[C:10]([C:18](OCC)=[O:19])=[N:9]2)[CH:5]=[CH:4][N:3]=1.[H-].[Al+3].[Li+].[H-].[H-].[H-]. Product: [NH2:1][C:2]1[N:7]=[C:6]([N:8]2[C:16]3[C:11](=[CH:12][CH:13]=[C:14]([Br:17])[CH:15]=3)[C:10]([CH2:18][OH:19])=[N:9]2)[CH:5]=[CH:4][N:3]=1. The catalyst class is: 1.